Predict the product of the given reaction. From a dataset of Forward reaction prediction with 1.9M reactions from USPTO patents (1976-2016). (1) Given the reactants C(OC([N:8]1[C:12]([CH2:13][CH2:14][CH2:15][N:16]2[CH2:21][CH2:20][N:19]([S:22]([C:25]3[S:29][C:28]4[CH:30]=[C:31]([Cl:34])[CH:32]=[CH:33][C:27]=4[CH:26]=3)(=[O:24])=[O:23])[CH2:18][C:17]2=[O:35])=[CH:11][N:10]=[CH:9]1)=O)(C)(C)C.[F:36][C:37]([F:42])([F:41])[C:38]([OH:40])=[O:39], predict the reaction product. The product is: [F:36][C:37]([F:42])([F:41])[C:38]([OH:40])=[O:39].[Cl:34][C:31]1[CH:32]=[CH:33][C:27]2[CH:26]=[C:25]([S:22]([N:19]3[CH2:20][CH2:21][N:16]([CH2:15][CH2:14][CH2:13][C:12]4[NH:8][CH:9]=[N:10][CH:11]=4)[C:17](=[O:35])[CH2:18]3)(=[O:24])=[O:23])[S:29][C:28]=2[CH:30]=1. (2) Given the reactants [CH2:1]([NH2:5])[CH2:2][CH2:3][CH3:4].[CH:6]12[O:12][CH:9]([CH2:10][CH2:11]1)[CH:8]1[C:13]([O:15][C:16](=O)[CH:7]21)=[O:14].C(N(CC)CC)C, predict the reaction product. The product is: [CH2:1]([N:5]1[C:16](=[O:15])[CH:7]2[CH:8]([CH:9]3[O:12][CH:6]2[CH2:11][CH2:10]3)[C:13]1=[O:14])[CH2:2][CH2:3][CH3:4]. (3) Given the reactants C[O:2][C:3](=O)[C@H:4]([CH2:23][CH2:24][CH3:25])[NH:5][C:6]([O:8][CH2:9][CH:10]1[C:22]2[CH:21]=[CH:20][CH:19]=[CH:18][C:17]=2[C:16]2[C:11]1=[CH:12][CH:13]=[CH:14][CH:15]=2)=[O:7].[Cl-].[Ca+2].[Cl-].[BH4-].[Na+].C(OC(=O)C)C, predict the reaction product. The product is: [CH:12]1[C:11]2[CH:10]([CH2:9][O:8][C:6]([NH:5][C@H:4]([CH2:3][OH:2])[CH2:23][CH2:24][CH3:25])=[O:7])[C:22]3[C:17](=[CH:18][CH:19]=[CH:20][CH:21]=3)[C:16]=2[CH:15]=[CH:14][CH:13]=1. (4) Given the reactants [H-].[Na+].[NH:3]1[CH:7]=[N:6][CH:5]=[N:4]1.[Cl:8][C:9]1[C:14]([C:15]2[C:20]([F:21])=[CH:19][C:18]([F:22])=[CH:17][C:16]=2[F:23])=[C:13]([N:24]2[CH2:29][CH2:28][CH2:27][CH:26]([CH3:30])[O:25]2)[N:12]=[C:11](S(C)(=O)=O)[N:10]=1.C(OC)(C)(C)C, predict the reaction product. The product is: [Cl:8][C:9]1[C:14]([C:15]2[C:20]([F:21])=[CH:19][C:18]([F:22])=[CH:17][C:16]=2[F:23])=[C:13]([N:24]2[CH2:29][CH2:28][CH2:27][CH:26]([CH3:30])[O:25]2)[N:12]=[C:11]([N:3]2[CH:7]=[N:6][CH:5]=[N:4]2)[N:10]=1. (5) Given the reactants [C:1]([N:5]1[CH:9]=[C:8]([NH2:10])[CH:7]=[N:6]1)([CH3:4])([CH3:3])[CH3:2].[C:11]1([O:17][C:18](Cl)=[O:19])[CH:16]=[CH:15][CH:14]=[CH:13][CH:12]=1.C([O-])([O-])=O.[K+].[K+], predict the reaction product. The product is: [C:1]([N:5]1[CH:9]=[C:8]([NH:10][C:18](=[O:19])[O:17][C:11]2[CH:16]=[CH:15][CH:14]=[CH:13][CH:12]=2)[CH:7]=[N:6]1)([CH3:4])([CH3:3])[CH3:2]. (6) Given the reactants [I:1]/[C:2](/[CH2:7][CH3:8])=[CH:3]\[C:4]([OH:6])=O.C(Cl)(=O)C(Cl)=O.[CH2:15]([NH2:18])[CH2:16][CH3:17].C(N(CC)CC)C, predict the reaction product. The product is: [I:1]/[C:2](/[CH2:7][CH3:8])=[CH:3]\[C:4]([NH:18][CH2:15][CH2:16][CH3:17])=[O:6]. (7) Given the reactants Br[C:2]1[C:3]2[C:4]3[CH:18]=[CH:17][S:16][C:5]=3[C:6](=[O:15])[NH:7][C:8]=2[C:9]([CH3:14])=[CH:10][C:11]=1[O:12][CH3:13].[CH3:19][C:20]([C:31]1[CH:36]=[CH:35][C:34](B2OC(C)(C)C(C)(C)O2)=[CH:33][CH:32]=1)([CH3:30])[CH2:21][NH:22][C:23](=[O:29])[O:24][C:25]([CH3:28])([CH3:27])[CH3:26], predict the reaction product. The product is: [CH3:13][O:12][C:11]1[CH:10]=[C:9]([CH3:14])[C:8]2[NH:7][C:6](=[O:15])[C:5]3[S:16][CH:17]=[CH:18][C:4]=3[C:3]=2[C:2]=1[C:34]1[CH:33]=[CH:32][C:31]([C:20]([CH3:30])([CH3:19])[CH2:21][NH:22][C:23](=[O:29])[O:24][C:25]([CH3:27])([CH3:26])[CH3:28])=[CH:36][CH:35]=1. (8) Given the reactants [CH3:1][O:2][C:3]1[CH:27]=[C:26]([O:28][CH3:29])[CH:25]=[CH:24][C:4]=1[CH2:5][N:6]([C:19]1[S:23][N:22]=[CH:21][N:20]=1)[S:7]([C:10]1[CH:15]=[C:14]([F:16])[C:13](F)=[CH:12][C:11]=1[F:18])(=[O:9])=[O:8].[C:30]1([C@@H:36]2[CH2:41][CH2:40][CH2:39][CH2:38][C@H:37]2[OH:42])[CH:35]=[CH:34][CH:33]=[CH:32][CH:31]=1.[H-].[Na+], predict the reaction product. The product is: [CH3:1][O:2][C:3]1[CH:27]=[C:26]([O:28][CH3:29])[CH:25]=[CH:24][C:4]=1[CH2:5][N:6]([C:19]1[S:23][N:22]=[CH:21][N:20]=1)[S:7]([C:10]1[CH:15]=[C:14]([F:16])[C:13]([O:42][C@@H:37]2[CH2:38][CH2:39][CH2:40][CH2:41][C@H:36]2[C:30]2[CH:31]=[CH:32][CH:33]=[CH:34][CH:35]=2)=[CH:12][C:11]=1[F:18])(=[O:8])=[O:9].